From a dataset of Forward reaction prediction with 1.9M reactions from USPTO patents (1976-2016). Predict the product of the given reaction. (1) Given the reactants C(OC(=O)[NH:7][CH:8]([C:10](=[O:28])[NH:11][C:12]1[CH:17]=[CH:16][C:15]([Br:18])=[CH:14][C:13]=1[C:19](=O)[C:20]1[CH:25]=[CH:24][CH:23]=[CH:22][C:21]=1[F:26])[CH3:9])(C)(C)C.Cl, predict the reaction product. The product is: [Br:18][C:15]1[CH:16]=[CH:17][C:12]2[NH:11][C:10](=[O:28])[CH:8]([CH3:9])[N:7]=[C:19]([C:20]3[CH:25]=[CH:24][CH:23]=[CH:22][C:21]=3[F:26])[C:13]=2[CH:14]=1. (2) Given the reactants B1(C2C=CC(O)=CC=2)O[C:4](C)(C)[C:3](C)(C)O1.[OH:17][C:18]1[CH:23]=[CH:22][C:21]([C:24]2[CH:28]=[CH:27][O:26][C:25]=2[C:29]([OH:31])=[O:30])=[CH:20][CH:19]=1, predict the reaction product. The product is: [OH:17][C:18]1[CH:23]=[CH:22][C:21]([C:24]2[CH:28]=[CH:27][O:26][C:25]=2[C:29]([O:31][CH2:3][CH3:4])=[O:30])=[CH:20][CH:19]=1. (3) Given the reactants CO[C:3]([C:5]1[CH:10]=[C:9]([N:11]2[CH2:16][CH2:15][N:14]([C:17]([O:19][C:20]([CH3:23])([CH3:22])[CH3:21])=[O:18])[CH2:13][CH2:12]2)[N:8]=[C:7]([C:24]2[CH:29]=[CH:28][N:27]=[C:26]([NH:30][CH:31]3[CH2:36][CH2:35][CH2:34][CH2:33][CH2:32]3)[CH:25]=2)[CH:6]=1)=[O:4].[NH2:37][NH2:38], predict the reaction product. The product is: [C:20]([O:19][C:17]([N:14]1[CH2:15][CH2:16][N:11]([C:9]2[N:8]=[C:7]([C:24]3[CH:29]=[CH:28][N:27]=[C:26]([NH:30][CH:31]4[CH2:32][CH2:33][CH2:34][CH2:35][CH2:36]4)[CH:25]=3)[CH:6]=[C:5]([C:3]([NH:37][NH2:38])=[O:4])[CH:10]=2)[CH2:12][CH2:13]1)=[O:18])([CH3:23])([CH3:21])[CH3:22].